From a dataset of Aqueous solubility values for 9,982 compounds from the AqSolDB database. Regression/Classification. Given a drug SMILES string, predict its absorption, distribution, metabolism, or excretion properties. Task type varies by dataset: regression for continuous measurements (e.g., permeability, clearance, half-life) or binary classification for categorical outcomes (e.g., BBB penetration, CYP inhibition). For this dataset (solubility_aqsoldb), we predict Y. (1) The molecule is O=P([O-])([O-])[O-].O=P([O-])([O-])[O-].[Ba+2].[Ba+2].[Ba+2]. The Y is -1.35 log mol/L. (2) The drug is C1O[C@H]1[C@H]1CO1. The Y is 1.06 log mol/L. (3) The compound is COP(=S)(OC)SCc1nc(N)nc(N)n1. The Y is -3.07 log mol/L.